This data is from Catalyst prediction with 721,799 reactions and 888 catalyst types from USPTO. The task is: Predict which catalyst facilitates the given reaction. (1) Reactant: [CH:1]1([NH:4][C:5]([C:7]2[C:15]3[CH:14]=[C:13]([C:16]4[C:21]([Cl:22])=[CH:20][N:19]=[C:18](Cl)[N:17]=4)[S:12][C:11]=3[CH:10]=[CH:9][CH:8]=2)=[O:6])[CH2:3][CH2:2]1.[C:24]([O:28][C:29](=[O:35])[NH:30][CH2:31][CH2:32][CH2:33][NH2:34])([CH3:27])([CH3:26])[CH3:25].C(N(CC)C(C)C)(C)C. Product: [C:24]([O:28][C:29](=[O:35])[NH:30][CH2:31][CH2:32][CH2:33][NH:34][C:18]1[N:17]=[C:16]([C:13]2[S:12][C:11]3[CH:10]=[CH:9][CH:8]=[C:7]([C:5](=[O:6])[NH:4][CH:1]4[CH2:3][CH2:2]4)[C:15]=3[CH:14]=2)[C:21]([Cl:22])=[CH:20][N:19]=1)([CH3:27])([CH3:25])[CH3:26]. The catalyst class is: 346. (2) Reactant: [N+:1]([C:4]1[CH:5]=[C:6]([NH:10][C:11](=[O:22])[C:12]2[CH:17]=[CH:16][CH:15]=[C:14]([C:18]([F:21])([F:20])[F:19])[CH:13]=2)[CH:7]=[CH:8][CH:9]=1)([O-])=O. Product: [NH2:1][C:4]1[CH:5]=[C:6]([NH:10][C:11](=[O:22])[C:12]2[CH:17]=[CH:16][CH:15]=[C:14]([C:18]([F:19])([F:20])[F:21])[CH:13]=2)[CH:7]=[CH:8][CH:9]=1. The catalyst class is: 19. (3) Reactant: C(O[C:6]([N:8]1[CH2:13][CH2:12][CH:11]([CH2:14][CH2:15][N:16]2[C:24]([O:25][CH3:26])=[N:23][C:22]3[C:17]2=[N:18][C:19]([O:28][CH2:29][CH2:30][O:31][CH3:32])=[N:20][C:21]=3[NH2:27])[CH2:10][CH2:9]1)=O)(C)(C)C.FC(F)(F)C(O)=O.ClC[C:42]1[CH:49]=[CH:48][C:45]([CH2:46][OH:47])=[CH:44][CH:43]=1.C(=O)([O-])[O-].[K+].[K+]. Product: [NH2:27][C:21]1[N:20]=[C:19]([O:28][CH2:29][CH2:30][O:31][CH3:32])[N:18]=[C:17]2[C:22]=1[N:23]=[C:24]([O:25][CH3:26])[N:16]2[CH2:15][CH2:14][CH:11]1[CH2:10][CH2:9][N:8]([CH2:6][C:42]2[CH:49]=[CH:48][C:45]([CH2:46][OH:47])=[CH:44][CH:43]=2)[CH2:13][CH2:12]1. The catalyst class is: 3. (4) Reactant: [C:1]([O:12][CH3:13])(=[O:11])[C:2]1[CH:10]=[CH:9][C:5]([C:6]([O-:8])=O)=[CH:4][CH:3]=1.[C:14]([C:18]1[CH:24]=[CH:23][C:21]([NH2:22])=[CH:20][CH:19]=1)([CH3:17])([CH3:16])[CH3:15].CCN(C(C)C)C(C)C. Product: [C:14]([C:18]1[CH:19]=[CH:20][C:21]([NH:22][C:6]([C:5]2[CH:4]=[CH:3][C:2]([C:1]([O:12][CH3:13])=[O:11])=[CH:10][CH:9]=2)=[O:8])=[CH:23][CH:24]=1)([CH3:17])([CH3:15])[CH3:16]. The catalyst class is: 820. (5) Reactant: [Cl:1][C:2]1[CH:7]=[CH:6][C:5]([C@@H:8]([O:11][Si](CC)(CC)CC)[CH2:9]I)=[CH:4][C:3]=1[NH:19][S:20]([CH3:23])(=[O:22])=[O:21].CCCC[N+](CCCC)(CCCC)CCCC.[F-].C1COCC1.C(OCC)(=O)C. Product: [Cl:1][C:2]1[CH:7]=[CH:6][C:5]([C@@H:8]2[CH2:9][O:11]2)=[CH:4][C:3]=1[NH:19][S:20]([CH3:23])(=[O:22])=[O:21]. The catalyst class is: 220. (6) Reactant: [OH:1][C:2]1[C:7]([C:8]([O:10][CH2:11][CH3:12])=[O:9])=[CH:6][N:5]=[C:4]2[S:13][C:14]([CH2:17][N:18]3[CH2:23][CH2:22][O:21][CH2:20][CH2:19]3)=[C:15]([CH3:16])[C:3]=12.[C:24](=O)([O-])[O-].[K+].[K+].IC.O. Product: [CH3:16][C:15]1[C:3]2[C:2](=[O:1])[C:7]([C:8]([O:10][CH2:11][CH3:12])=[O:9])=[CH:6][N:5]([CH3:24])[C:4]=2[S:13][C:14]=1[CH2:17][N:18]1[CH2:19][CH2:20][O:21][CH2:22][CH2:23]1. The catalyst class is: 3. (7) Reactant: [OH:1][C:2]([CH3:35])([CH3:34])[CH2:3][C@@:4]1([C:28]2[CH:33]=[CH:32][CH:31]=[CH:30][CH:29]=2)[O:9][C:8](=[O:10])[N:7]([C@H:11]([C:13]2[CH:18]=[CH:17][C:16](B3OC(C)(C)C(C)(C)O3)=[CH:15][CH:14]=2)[CH3:12])[CH2:6][CH2:5]1.Br[C:37]1[CH:38]=[CH:39][C:40](=[O:46])[N:41]([CH:43]([CH3:45])[CH3:44])[CH:42]=1.C([O-])([O-])=O.[Cs+].[Cs+]. Product: [OH:1][C:2]([CH3:35])([CH3:34])[CH2:3][C@@:4]1([C:28]2[CH:33]=[CH:32][CH:31]=[CH:30][CH:29]=2)[O:9][C:8](=[O:10])[N:7]([C@H:11]([C:13]2[CH:14]=[CH:15][C:16]([C:37]3[CH:38]=[CH:39][C:40](=[O:46])[N:41]([CH:43]([CH3:45])[CH3:44])[CH:42]=3)=[CH:17][CH:18]=2)[CH3:12])[CH2:6][CH2:5]1. The catalyst class is: 184. (8) Reactant: [C:1]([O:5][C:6]([NH:8][C:9]([CH3:14])([CH3:13])[C:10]([OH:12])=[O:11])=[O:7])([CH3:4])([CH3:3])[CH3:2].C(=O)([O-])[O-].[K+].[K+].[CH2:21](Br)[C:22]1[CH:27]=[CH:26][CH:25]=[CH:24][CH:23]=1.O. Product: [C:1]([O:5][C:6]([NH:8][C:9]([CH3:14])([CH3:13])[C:10]([O:12][CH2:21][C:22]1[CH:27]=[CH:26][CH:25]=[CH:24][CH:23]=1)=[O:11])=[O:7])([CH3:4])([CH3:2])[CH3:3]. The catalyst class is: 9. (9) Product: [NH2:1][C:2]1[C:7](=[O:29])[NH:6][C:5]([C:12]2[CH:13]=[CH:14][C:15](=[O:21])[N:16]([CH:18]([CH3:20])[CH3:19])[N:17]=2)=[C:4]([C:22]2[CH:27]=[CH:26][CH:25]=[CH:24][CH:23]=2)[N:3]=1. The catalyst class is: 12. Reactant: [NH2:1][C:2]1[N:3]=[C:4]([C:22]2[CH:27]=[CH:26][CH:25]=[CH:24][CH:23]=2)[C:5]([C:12]2[CH:13]=[CH:14][C:15](=[O:21])[N:16]([CH:18]([CH3:20])[CH3:19])[N:17]=2)=[N:6][C:7]=1S(C)(=O)=O.Cl.[OH-:29].[Na+]. (10) Reactant: C(OCC)(=O)C.C(O)(=O)C.[CH3:11][NH2:12].[Cl:13][C:14]1[CH:15]=[C:16]([CH3:26])[C:17]2[NH:22]C(=O)[O:20][C:19](=O)[C:18]=2[CH:25]=1. Product: [NH2:22][C:17]1[C:16]([CH3:26])=[CH:15][C:14]([Cl:13])=[CH:25][C:18]=1[C:19]([NH:12][CH3:11])=[O:20]. The catalyst class is: 6.